This data is from Forward reaction prediction with 1.9M reactions from USPTO patents (1976-2016). The task is: Predict the product of the given reaction. (1) Given the reactants [CH3:1][N:2]1[C:7](=[O:8])[C:6]([NH:9][C:10]2[CH:15]=[CH:14][C:13]([N:16]3[CH2:21][CH2:20][N:19]([CH:22]4[CH2:25][O:24][CH2:23]4)[CH2:18][C@H:17]3[CH3:26])=[CH:12][N:11]=2)=[CH:5][C:4]([C:27]2[C:32]([CH:33]=[O:34])=[C:31]([N:35]3[CH:47]=[CH:46][N:38]4[C:39]5[CH2:40][CH2:41][CH2:42][CH2:43][C:44]=5[CH:45]=[C:37]4[C:36]3=[O:48])[N:30]=[CH:29][CH:28]=2)=[CH:3]1.[BH4-].[Na+], predict the reaction product. The product is: [OH:34][CH2:33][C:32]1[C:31]([N:35]2[CH:47]=[CH:46][N:38]3[C:39]4[CH2:40][CH2:41][CH2:42][CH2:43][C:44]=4[CH:45]=[C:37]3[C:36]2=[O:48])=[N:30][CH:29]=[CH:28][C:27]=1[C:4]1[CH:5]=[C:6]([NH:9][C:10]2[CH:15]=[CH:14][C:13]([N:16]3[CH2:21][CH2:20][N:19]([CH:22]4[CH2:25][O:24][CH2:23]4)[CH2:18][C@H:17]3[CH3:26])=[CH:12][N:11]=2)[C:7](=[O:8])[N:2]([CH3:1])[CH:3]=1. (2) Given the reactants [NH2:1][C:2]1[CH:11]=[CH:10][CH:9]=[C:8]2[C:3]=1[CH:4]=[CH:5][CH:6]=[N:7]2.C(N(CC)CC)C.[C:19](Cl)(=[O:22])[CH:20]=[CH2:21].O, predict the reaction product. The product is: [N:7]1[C:8]2[C:3](=[C:2]([NH:1][C:19](=[O:22])[CH:20]=[CH2:21])[CH:11]=[CH:10][CH:9]=2)[CH:4]=[CH:5][CH:6]=1. (3) The product is: [CH:29]1([CH2:32][N:13]2[CH2:12][C:11]3[C:15](=[CH:16][CH:17]=[C:9]([NH:8][C:5]4[N:4]=[C:3]([NH:18][C@@H:19]5[CH2:24][CH2:23][CH2:22][N:21]([C:25](=[O:28])[CH:26]=[CH2:27])[CH2:20]5)[C:2]([F:1])=[CH:7][N:6]=4)[CH:10]=3)[CH2:14]2)[CH2:31][CH2:30]1. Given the reactants [F:1][C:2]1[C:3]([NH:18][C@@H:19]2[CH2:24][CH2:23][CH2:22][N:21]([C:25](=[O:28])[CH:26]=[CH2:27])[CH2:20]2)=[N:4][C:5]([NH:8][C:9]2[CH:10]=[C:11]3[C:15](=[CH:16][CH:17]=2)[CH2:14][NH:13][CH2:12]3)=[N:6][CH:7]=1.[CH:29]1([CH:32]=O)[CH2:31][CH2:30]1.[BH-](OC(C)=O)(OC(C)=O)OC(C)=O.[Na+], predict the reaction product. (4) Given the reactants [CH2:1]([C:3]1[C:8]([C:9]#[N:10])=[C:7]([OH:11])[N:6]=[C:5]([CH3:12])[CH:4]=1)[CH3:2].N, predict the reaction product. The product is: [NH2:10][CH2:9][C:8]1[C:7]([OH:11])=[N:6][C:5]([CH3:12])=[CH:4][C:3]=1[CH2:1][CH3:2]. (5) The product is: [NH2:18][C:6]1[C:7]([N:9]2[CH:13]=[C:12]([CH3:14])[N:11]=[C:10]2[CH2:15][CH2:16][CH3:17])=[N:8][C:3]([O:2][CH3:1])=[CH:4][CH:5]=1. Given the reactants [CH3:1][O:2][C:3]1[N:8]=[C:7]([N:9]2[CH:13]=[C:12]([CH3:14])[N:11]=[C:10]2[CH2:15][CH2:16][CH3:17])[C:6]([N+:18]([O-])=O)=[CH:5][CH:4]=1, predict the reaction product.